Task: Predict the product of the given reaction.. Dataset: Forward reaction prediction with 1.9M reactions from USPTO patents (1976-2016) (1) Given the reactants C(=O)([O-])O.[Na+].[S:6]=[C:7]1[NH:12][C:11]2[CH:13]=[CH:14][NH:15][C:10]=2[C:9](=[O:16])[N:8]1[C:17]1[CH:22]=[CH:21][C:20]([O:23][CH2:24][C:25]([F:28])([F:27])[F:26])=[CH:19][CH:18]=1.Br[CH2:30][CH2:31][CH2:32][O:33][CH2:34][CH2:35][O:36][CH3:37].[I-].[Na+], predict the reaction product. The product is: [CH3:37][O:36][CH2:35][CH2:34][O:33][CH2:32][CH2:31][CH2:30][S:6][C:7]1[N:8]([C:17]2[CH:18]=[CH:19][C:20]([O:23][CH2:24][C:25]([F:28])([F:27])[F:26])=[CH:21][CH:22]=2)[C:9](=[O:16])[C:10]2[NH:15][CH:14]=[CH:13][C:11]=2[N:12]=1. (2) Given the reactants [O:1]=[C:2]1[N:7]2[CH2:8][C@H:9]([C:12]([O:14]C)=[O:13])[CH2:10][CH2:11][C@@H:6]2[CH2:5][N:4]([C:16]([O:18][CH2:19][C:20]2[CH:25]=[CH:24][CH:23]=[CH:22][CH:21]=2)=[O:17])[CH2:3]1.O[Li].O.Cl, predict the reaction product. The product is: [CH2:19]([O:18][C:16]([N:4]1[CH2:3][C:2](=[O:1])[N:7]2[CH2:8][C@H:9]([C:12]([OH:14])=[O:13])[CH2:10][CH2:11][C@@H:6]2[CH2:5]1)=[O:17])[C:20]1[CH:25]=[CH:24][CH:23]=[CH:22][CH:21]=1. (3) Given the reactants [N:1]1[C:11]2[C:6](=[CH:7][CH:8]=[CH:9][CH:10]=2)[C:4]([CH3:5])=[CH:3][CH:2]=1.[CH2:12]([Br:19])[C:13]1[CH:18]=[CH:17][CH:16]=[CH:15][CH:14]=1.C(OCC)(=O)C, predict the reaction product. The product is: [Br-:19].[CH2:12]([N+:1]1[C:11]2[C:6](=[CH:7][CH:8]=[CH:9][CH:10]=2)[C:4]([CH3:5])=[CH:3][CH:2]=1)[C:13]1[CH:18]=[CH:17][CH:16]=[CH:15][CH:14]=1. (4) Given the reactants CC1(C)C(C)(C)OB([C:9]2[CH:10]=[C:11]([CH:18]=[CH:19][CH:20]=2)[O:12][C:13]2[S:14][CH:15]=[CH:16][N:17]=2)O1.[F:22][C:23]1[C:24](C2C=CC(OC[C@H]3CC[C@H](OC4CCCCO4)CC3)=CC=2)=[CH:25][C:26](=[O:42])[N:27]([CH2:29][CH2:30][C@@:31]([CH3:41])([S:37]([CH3:40])(=[O:39])=[O:38])[C:32]([O:34][CH2:35][CH3:36])=[O:33])[CH:28]=1, predict the reaction product. The product is: [F:22][C:23]1[C:24]([C:9]2[CH:20]=[CH:19][CH:18]=[C:11]([O:12][C:13]3[S:14][CH:15]=[CH:16][N:17]=3)[CH:10]=2)=[CH:25][C:26](=[O:42])[N:27]([CH2:29][CH2:30][C@@:31]([CH3:41])([S:37]([CH3:40])(=[O:38])=[O:39])[C:32]([O:34][CH2:35][CH3:36])=[O:33])[CH:28]=1. (5) Given the reactants [CH3:1][C:2]1[CH:7]=[CH:6][C:5]([C:8]2[O:12][N:11]=[CH:10][C:9]=2[C:13]([OH:15])=O)=[CH:4][CH:3]=1.[F:16][C:17]([F:32])([F:31])[C:18]1[CH:30]=[CH:29][C:21]([O:22][CH:23]2[CH2:28][CH2:27][NH:26][CH2:25][CH2:24]2)=[CH:20][CH:19]=1, predict the reaction product. The product is: [CH3:1][C:2]1[CH:3]=[CH:4][C:5]([C:8]2[O:12][N:11]=[CH:10][C:9]=2[C:13]([N:26]2[CH2:25][CH2:24][CH:23]([O:22][C:21]3[CH:20]=[CH:19][C:18]([C:17]([F:16])([F:31])[F:32])=[CH:30][CH:29]=3)[CH2:28][CH2:27]2)=[O:15])=[CH:6][CH:7]=1. (6) Given the reactants [Cl:1][C:2]1[CH:9]=[CH:8][CH:7]=[CH:6][C:3]=1[CH:4]=O.[N+:10]([CH3:13])([O-:12])=[O:11].[OH-].[Na+], predict the reaction product. The product is: [Cl:1][C:2]1[CH:9]=[CH:8][CH:7]=[CH:6][C:3]=1[CH:4]=[CH:13][N+:10]([O-:12])=[O:11]. (7) Given the reactants [C:1]([C:3]1[CH:8]=[CH:7][N:6]=[C:5]([NH:9][C:10](=[O:42])[C:11]2[CH:16]=[CH:15][C:14]([O:17][C:18]3[CH:23]=[CH:22][N:21]=[C:20]4[N:24]([CH2:33][C:34]5[CH:39]=[CH:38][C:37]([O:40][CH3:41])=[CH:36][CH:35]=5)[N:25]=[C:26]([NH:27][C@@H:28]5[CH2:32][CH2:31][NH:30][CH2:29]5)[C:19]=34)=[CH:13][CH:12]=2)[CH:4]=1)#[N:2].Cl.[CH:44]1([N:47]([CH3:54])[CH2:48]/[CH:49]=[CH:50]/[C:51](O)=[O:52])[CH2:46][CH2:45]1, predict the reaction product. The product is: [C:1]([C:3]1[CH:8]=[CH:7][N:6]=[C:5]([NH:9][C:10](=[O:42])[C:11]2[CH:12]=[CH:13][C:14]([O:17][C:18]3[CH:23]=[CH:22][N:21]=[C:20]4[N:24]([CH2:33][C:34]5[CH:35]=[CH:36][C:37]([O:40][CH3:41])=[CH:38][CH:39]=5)[N:25]=[C:26]([NH:27][C@@H:28]5[CH2:32][CH2:31][N:30]([C:51](=[O:52])/[CH:50]=[CH:49]/[CH2:48][N:47]([CH:44]6[CH2:46][CH2:45]6)[CH3:54])[CH2:29]5)[C:19]=34)=[CH:15][CH:16]=2)[CH:4]=1)#[N:2]. (8) Given the reactants [CH2:1]([C:3]1[N:4]=[C:5]([NH2:10])[S:6][C:7]=1[C:8]#[CH:9])[CH3:2], predict the reaction product. The product is: [CH2:1]([C:3]1[N:4]=[C:5]([NH2:10])[S:6][C:7]=1[CH2:8][CH3:9])[CH3:2]. (9) Given the reactants [CH:1]1([N:7]([CH3:28])[C:8]2[C:9]3[CH:17]=[CH:16][N:15]([Si](C(C)C)(C(C)C)C(C)C)[C:10]=3[N:11]=[CH:12][C:13]=2[F:14])[CH2:6][CH2:5][CH2:4][CH2:3][CH2:2]1.[F-].C([N+](CCCC)(CCCC)CCCC)CCC, predict the reaction product. The product is: [CH:1]1([N:7]([CH3:28])[C:8]2[C:9]3[CH:17]=[CH:16][NH:15][C:10]=3[N:11]=[CH:12][C:13]=2[F:14])[CH2:2][CH2:3][CH2:4][CH2:5][CH2:6]1.